Dataset: Full USPTO retrosynthesis dataset with 1.9M reactions from patents (1976-2016). Task: Predict the reactants needed to synthesize the given product. (1) Given the product [CH:24]([C:20]1[CH:19]=[C:18]([C:15]([NH:14][C:12]([NH:11][C:2]2[CH:3]=[CH:4][C:5]3[C:10](=[CH:9][CH:8]=[CH:7][CH:6]=3)[CH:1]=2)=[O:13])([CH3:17])[CH3:16])[CH:23]=[CH:22][CH:21]=1)([CH3:26])[CH3:25], predict the reactants needed to synthesize it. The reactants are: [CH:1]1[C:10]2[C:5](=[CH:6][CH:7]=[CH:8][CH:9]=2)[CH:4]=[CH:3][C:2]=1[NH:11][C:12]([NH:14][C:15]([C:18]1[CH:23]=[CH:22][CH:21]=[C:20]([C:24]([CH3:26])=[CH2:25])[CH:19]=1)([CH3:17])[CH3:16])=[O:13]. (2) Given the product [ClH:28].[CH3:1][CH:2]1[CH2:11][C:10]2[C:5](=[CH:6][CH:7]=[C:8]([CH2:12][CH2:13][N:14]3[CH2:15][CH2:16][NH:17][CH2:18][CH2:19]3)[CH:9]=2)[C:4](=[O:27])[O:3]1, predict the reactants needed to synthesize it. The reactants are: [CH3:1][CH:2]1[CH2:11][C:10]2[C:5](=[CH:6][CH:7]=[C:8]([CH2:12][CH2:13][N:14]3[CH2:19][CH2:18][N:17](C(OC(C)(C)C)=O)[CH2:16][CH2:15]3)[CH:9]=2)[C:4](=[O:27])[O:3]1.[ClH:28]. (3) Given the product [O:1]=[C:2]1[CH2:3][CH:4]2[N:9]([C:10]([O:12][C:13]([CH3:16])([CH3:15])[CH3:14])=[O:11])[CH:7]([CH2:6][CH2:5]2)[CH:8]1[C:27]([O:29][CH3:30])=[O:28], predict the reactants needed to synthesize it. The reactants are: [O:1]=[C:2]1[CH2:8][CH:7]2[N:9]([C:10]([O:12][C:13]([CH3:16])([CH3:15])[CH3:14])=[O:11])[CH:4]([CH2:5][CH2:6]2)[CH2:3]1.C([N-]C(C)C)(C)C.[Li+].C([C:27]([O:29][CH3:30])=[O:28])#N. (4) Given the product [F:1][C:2]1[CH:3]=[C:4]([C:9]([N:11]2[CH2:15][CH2:14][CH2:13][C@H:12]2[CH2:16][N:17]2[CH2:21][CH2:20][CH2:19][CH2:18]2)=[O:10])[CH:5]=[CH:6][C:7]=1[O:8][CH2:30][C:29]1[CH:28]=[CH:27][C:26]([S:23]([CH3:22])(=[O:25])=[O:24])=[CH:33][CH:32]=1, predict the reactants needed to synthesize it. The reactants are: [F:1][C:2]1[CH:3]=[C:4]([C:9]([N:11]2[CH2:15][CH2:14][CH2:13][C@H:12]2[CH2:16][N:17]2[CH2:21][CH2:20][CH2:19][CH2:18]2)=[O:10])[CH:5]=[CH:6][C:7]=1[OH:8].[CH3:22][S:23]([C:26]1[CH:33]=[CH:32][C:29]([CH2:30]Cl)=[CH:28][CH:27]=1)(=[O:25])=[O:24]. (5) Given the product [CH3:23][O:22][C:20]1[CH:19]=[CH:18][C:17]2[N:16]([N:15]=[C:14]([C:24]3[CH:29]=[CH:28][C:27]([CH3:30])=[CH:26][CH:25]=3)[C:13]=2[CH2:2][C:3]2[N:8]=[C:7]([C:9]([O:11][CH3:12])=[O:10])[CH:6]=[CH:5][CH:4]=2)[CH:21]=1, predict the reactants needed to synthesize it. The reactants are: O[CH:2]([C:13]1[C:14]([C:24]2[CH:29]=[CH:28][C:27]([CH3:30])=[CH:26][CH:25]=2)=[N:15][N:16]2[CH:21]=[C:20]([O:22][CH3:23])[CH:19]=[CH:18][C:17]=12)[C:3]1[N:8]=[C:7]([C:9]([O:11][CH3:12])=[O:10])[CH:6]=[CH:5][CH:4]=1.C([SiH](CC)CC)C.FC(F)(F)C(O)=O.C(=O)(O)[O-].[Na+]. (6) Given the product [F:13][C:14]([F:25])([F:24])[C:15]([NH:12][CH2:11][CH2:10][S:9][C:6]1[CH:7]=[CH:8][C:3]([O:2][CH3:1])=[CH:4][CH:5]=1)=[O:16], predict the reactants needed to synthesize it. The reactants are: [CH3:1][O:2][C:3]1[CH:8]=[CH:7][C:6]([S:9][CH2:10][CH2:11][NH2:12])=[CH:5][CH:4]=1.[F:13][C:14]([F:25])([F:24])[C:15](O[C:15](=[O:16])[C:14]([F:25])([F:24])[F:13])=[O:16].C(N(CC)CC)C. (7) Given the product [CH:1]1([CH:5]2[C:14]3[C:9]4=[C:10]([CH2:20][NH:17][CH2:16][CH2:15][N:8]4[CH2:7][CH2:6]2)[CH:11]=[CH:12][CH:13]=3)[CH2:2][CH2:3][CH2:4]1, predict the reactants needed to synthesize it. The reactants are: [CH:1]1([CH:5]2[C:14]3[C:9](=[CH:10][CH:11]=[CH:12][CH:13]=3)[N:8]([CH2:15][CH2:16][NH2:17])[CH2:7][CH2:6]2)[CH2:4][CH2:3][CH2:2]1.C=O.[C:20](O)(C(F)(F)F)=O.